This data is from Full USPTO retrosynthesis dataset with 1.9M reactions from patents (1976-2016). The task is: Predict the reactants needed to synthesize the given product. (1) Given the product [C:8]([C:6]1[CH:5]=[CH:4][C:3]([S:12]([N:15]([C:19]2[CH:23]=[CH:22][S:21][C:20]=2[C:24]([O:26][CH3:27])=[O:25])[CH2:16][O:17][CH3:18])(=[O:14])=[O:13])=[C:2]([CH:35]=[CH:34][CH2:39][O:31][CH3:28])[CH:7]=1)([CH3:11])([CH3:10])[CH3:9], predict the reactants needed to synthesize it. The reactants are: Br[C:2]1[CH:7]=[C:6]([C:8]([CH3:11])([CH3:10])[CH3:9])[CH:5]=[CH:4][C:3]=1[S:12]([N:15]([C:19]1[CH:23]=[CH:22][S:21][C:20]=1[C:24]([O:26][CH3:27])=[O:25])[CH2:16][O:17][CH3:18])(=[O:14])=[O:13].[C:28](=[O:31])([O-])[O-].[Cs+].[Cs+].[C:34]1(C)[CH:39]=CC=C[CH:35]=1.O. (2) Given the product [OH:8][CH2:7][C@H:2]1[NH:1][CH2:6][CH2:5][N:4]([C:9]([O:11][CH2:12][C:13]2[CH:18]=[CH:17][CH:16]=[CH:15][CH:14]=2)=[O:10])[CH2:3]1, predict the reactants needed to synthesize it. The reactants are: [NH:1]1[CH2:6][CH2:5][NH:4][CH2:3][C@H:2]1[CH2:7][OH:8].[C:9](ON1C(=O)CCC1=O)([O:11][CH2:12][C:13]1[CH:18]=[CH:17][CH:16]=[CH:15][CH:14]=1)=[O:10].O.C([O-])(O)=O.[Na+]. (3) Given the product [CH3:10][O:9][C:8]1[CH:7]=[C:6]([NH2:11])[CH:5]=[N:4][C:3]=1[O:2][CH3:1], predict the reactants needed to synthesize it. The reactants are: [CH3:1][O:2][C:3]1[C:8]([O:9][CH3:10])=[CH:7][C:6]([N+:11]([O-])=O)=[CH:5][N:4]=1.C(O)(=O)C.S(S([O-])=O)([O-])=O.[Na+].[Na+]. (4) Given the product [CH:1]1[C:10]2[C:5](=[CH:6][CH:7]=[CH:8][CH:9]=2)[CH:4]=[CH:3][C:2]=1[CH2:11][C:12]([NH:14][C:15]1[N:16]=[CH:17][N:18]2[C:22]([C:23]([F:26])([F:25])[F:24])=[C:21]([CH2:27][C:36]([NH2:33])=[O:55])[S:20][C:19]=12)=[O:13], predict the reactants needed to synthesize it. The reactants are: [CH:1]1[C:10]2[C:5](=[CH:6][CH:7]=[CH:8][CH:9]=2)[CH:4]=[CH:3][C:2]=1[CH2:11][C:12]([NH:14][C:15]1[N:16]=[CH:17][N:18]2[C:22]([C:23]([F:26])([F:25])[F:24])=[C:21]([C:27](O)=O)[S:20][C:19]=12)=[O:13].C([N:33]([CH:36](C)C)CC)(C)C.F[P-](F)(F)(F)(F)F.N1([O:55][P+](N(C)C)(N(C)C)N(C)C)C2C=CC=CC=2N=N1.N.O1CCOCC1. (5) Given the product [C:43]([O:47][C:48]([N:50]1[CH2:33][CH2:34][CH2:35][C@@H:36]([C:37]([NH:39][NH:40][C:18]([C@H:13]2[CH2:12][CH2:11][C@@H:10]3[CH2:17][N:14]2[C:15](=[O:16])[N:9]3[O:8][CH2:1][C:2]2[CH:3]=[CH:4][CH:5]=[CH:6][CH:7]=2)=[O:20])=[O:63])[CH2:52]1)=[O:49])([CH3:46])([CH3:45])[CH3:44], predict the reactants needed to synthesize it. The reactants are: [CH2:1]([O:8][N:9]1[C:15](=[O:16])[N:14]2[CH2:17][C@H:10]1[CH2:11][CH2:12][C@@H:13]2[C:18]([OH:20])=O)[C:2]1[CH:7]=[CH:6][CH:5]=[CH:4][CH:3]=1.CCN=C=NCCCN(C)C.Cl.[CH:33]1[CH:34]=[CH:35][C:36]2N(O)[N:40]=[N:39][C:37]=2C=1.[C:43]([O:47][C:48]([N:50]([C:52]([C@@H]1CCCNC1)=O)N)=[O:49])([CH3:46])([CH3:45])[CH3:44].CN(C)C=[O:63]. (6) Given the product [CH3:14][O:15][CH2:16][CH2:17][O:18][CH2:19][C:20]([NH:23][C:24]1[C:46]([CH3:45])=[N:47][C:48]2[C:53]([N:54]=1)=[C:52]([C:55]1[NH:63][C:62]3[CH2:61][CH2:60][NH:59][C:58](=[O:64])[C:57]=3[CH:56]=1)[CH:51]=[CH:50][CH:49]=2)([CH3:21])[CH3:22], predict the reactants needed to synthesize it. The reactants are: OCC(NC(=O)OC(C)(C)C)(C)C.[CH3:14][O:15][CH2:16][CH2:17][O:18][CH2:19][C:20]([NH:23][C:24](=O)OC(C)(C)C)([CH3:22])[CH3:21].C(O)(C(F)(F)F)=O.NC(C)(C)CO.F[C:45]1[C:46](C)=[N:47][C:48]2[C:53]([N:54]=1)=[C:52]([C:55]1[NH:63][C:62]3[CH2:61][CH2:60][NH:59][C:58](=[O:64])[C:57]=3[CH:56]=1)[CH:51]=[CH:50][CH:49]=2. (7) Given the product [CH:1]1[C:10]2[C:5](=[CH:6][CH:7]=[CH:8][CH:9]=2)[CH:4]=[C:3]([NH:11][C:12](=[O:31])[C:13]2[CH:18]=[CH:17][CH:16]=[CH:15][C:14]=2[N:19]([C:21]2[C:22](=[C:36]=[O:32])[CH:23]([OH:38])[N:24]=[CH:25][CH:26]=2)[CH3:20])[N:2]=1, predict the reactants needed to synthesize it. The reactants are: [CH:1]1[C:10]2[C:5](=[CH:6][CH:7]=[CH:8][CH:9]=2)[CH:4]=[C:3]([NH:11][C:12](=[O:31])[C:13]2[CH:18]=[CH:17][CH:16]=[CH:15][C:14]=2[N:19]([C:21]2[CH:26]=[CH:25][N:24]=[C:23](C(OC)=O)[CH:22]=2)[CH3:20])[N:2]=1.[O:32]1[CH2:36]CCC1.C[OH:38].[OH-].[Li+].